This data is from NCI-60 drug combinations with 297,098 pairs across 59 cell lines. The task is: Regression. Given two drug SMILES strings and cell line genomic features, predict the synergy score measuring deviation from expected non-interaction effect. (1) Drug 2: C1=NC2=C(N1)C(=S)N=C(N2)N. Synergy scores: CSS=16.6, Synergy_ZIP=1.65, Synergy_Bliss=1.99, Synergy_Loewe=-1.48, Synergy_HSA=0.985. Drug 1: CNC(=O)C1=CC=CC=C1SC2=CC3=C(C=C2)C(=NN3)C=CC4=CC=CC=N4. Cell line: SW-620. (2) Drug 1: CCCS(=O)(=O)NC1=C(C(=C(C=C1)F)C(=O)C2=CNC3=C2C=C(C=N3)C4=CC=C(C=C4)Cl)F. Drug 2: C1C(C(OC1N2C=NC3=C2NC=NCC3O)CO)O. Synergy scores: CSS=1.70, Synergy_ZIP=4.23, Synergy_Bliss=7.47, Synergy_Loewe=-34.2, Synergy_HSA=4.15. Cell line: SF-268. (3) Drug 1: C1=CN(C(=O)N=C1N)C2C(C(C(O2)CO)O)O.Cl. Drug 2: C1CCC(C(C1)N)N.C(=O)(C(=O)[O-])[O-].[Pt+4]. Cell line: MOLT-4. Synergy scores: CSS=90.1, Synergy_ZIP=1.53, Synergy_Bliss=1.41, Synergy_Loewe=1.14, Synergy_HSA=4.03.